Dataset: Catalyst prediction with 721,799 reactions and 888 catalyst types from USPTO. Task: Predict which catalyst facilitates the given reaction. Reactant: [CH2:1]([O:8][C:9](=[O:21])[C@@H:10]([NH:13][C:14]([O:16][C:17]([CH3:20])([CH3:19])[CH3:18])=[O:15])[CH2:11][OH:12])[C:2]1[CH:7]=[CH:6][CH:5]=[CH:4][CH:3]=1.F[B-](F)(F)F.[CH3:27][O+](C)C.CN(C1C2C(N(C)C)=CC=CC=2C=CC=1)C. Product: [CH2:1]([O:8][C:9](=[O:21])[C@@H:10]([NH:13][C:14]([O:16][C:17]([CH3:18])([CH3:20])[CH3:19])=[O:15])[CH2:11][O:12][CH3:27])[C:2]1[CH:7]=[CH:6][CH:5]=[CH:4][CH:3]=1. The catalyst class is: 4.